From a dataset of Experimentally validated miRNA-target interactions with 360,000+ pairs, plus equal number of negative samples. Binary Classification. Given a miRNA mature sequence and a target amino acid sequence, predict their likelihood of interaction. (1) The miRNA is mmu-miR-680 with sequence GGGCAUCUGCUGACAUGGGGG. Result: 0 (no interaction). The protein sequence of the target gene is MPALPLDQLQITHKDPKTGKLRTSPALHPEQKADRYFVLYKPPPKDNIPALVEEYLERATFVANDLDWLLALPHDKFWCQVIFDETLQKCLDSYLRYVPRKFDEGVASAPEVVDMQKRLHRSVFLTFLRMSTHKESKDHFISPSAFGEILYNNFLFDIPKILDLCVLFGKGNSPLLQKMIGNIFTQQPSYYSDLDETLPTILQVFSNILQHCGLQGDGANTTPQKLEERGRLTPSDMPLLELKDIVLYLCDTCTTLWAFLDIFPLACQTFQKHDFCYRLASFYEAAIPEMESAIKKRRLE.... (2) The miRNA is mmu-miR-1934-5p with sequence UCUGGUCCCCUGCUUCGUCCUCU. The protein sequence of the target gene is MAAAALGSSSGSASPAVAELCQNTPETFLEASKLLLTYADNILRNPNDEKYRSIRIGNTAFSTRLLPVRGAVECLFEMGFEEGETHLIFPKKASVEQLQKIRDLIAIERSSRLDGSNKSHKVKSSQQPAASTQLPTTPSSNPSGLNQHTRNRQGQSSDPPSASTVAADSAILEVLQSNIQHVLVYENPALQEKALACIPVQELKRKSQEKLSRARKLDKGINISDEDFLLLELLHWFKEEFFHWVNNVLCSKCGGQTRSRDRSLLPSDDELKWGAKEVEDHYCDACQFSNRFPRYNNPEK.... Result: 0 (no interaction).